Dataset: Catalyst prediction with 721,799 reactions and 888 catalyst types from USPTO. Task: Predict which catalyst facilitates the given reaction. (1) Reactant: Br[CH2:2][CH:3]([O:7][CH2:8][CH3:9])[O:4][CH2:5][CH3:6].[Br:10][C:11]1[CH:16]=[CH:15][C:14]([OH:17])=[CH:13][CH:12]=1.C(=O)([O-])[O-].[K+].[K+]. Product: [Br:10][C:11]1[CH:16]=[CH:15][C:14]([O:17][CH2:2][CH:3]([O:7][CH2:8][CH3:9])[O:4][CH2:5][CH3:6])=[CH:13][CH:12]=1. The catalyst class is: 35. (2) Reactant: [CH3:1][O:2][C:3]1[CH:4]=[C:5]([C:10]2[CH:15]=[CH:14][CH:13]=[C:12]([C:16]3[CH:21]=[CH:20][CH:19]=[C:18]([C:22]([F:25])([F:24])[F:23])[N:17]=3)[CH:11]=2)[CH:6]=[CH:7][C:8]=1[OH:9].[N+:26]([O-])([OH:28])=[O:27]. Product: [CH3:1][O:2][C:3]1[CH:4]=[C:5]([C:10]2[CH:15]=[CH:14][CH:13]=[C:12]([C:16]3[CH:21]=[CH:20][CH:19]=[C:18]([C:22]([F:25])([F:23])[F:24])[N:17]=3)[CH:11]=2)[CH:6]=[C:7]([N+:26]([O-:28])=[O:27])[C:8]=1[OH:9]. The catalyst class is: 15. (3) Reactant: [CH2:1]([OH:5])[C:2]#[C:3][CH3:4].[H-].[Na+].CS(O[CH2:13][CH:14]1[CH2:19][CH2:18][N:17]([S:20]([CH3:23])(=[O:22])=[O:21])[CH2:16][CH2:15]1)(=O)=O.O. Product: [CH2:1]([O:5][CH2:13][CH:14]1[CH2:19][CH2:18][N:17]([S:20]([CH3:23])(=[O:22])=[O:21])[CH2:16][CH2:15]1)[C:2]#[C:3][CH3:4]. The catalyst class is: 3. (4) Reactant: [CH2:1]([O:3][C:4](=[O:16])[CH2:5][C@@H:6]([NH2:15])[C:7]1[CH:12]=[CH:11][C:10]([F:13])=[CH:9][C:8]=1[Br:14])[CH3:2].[CH2:17]=[C:18]1[O:22][C:20](=[O:21])[CH2:19]1. Product: [CH2:1]([O:3][C:4](=[O:16])[CH2:5][C@H:6]([C:7]1[CH:12]=[CH:11][C:10]([F:13])=[CH:9][C:8]=1[Br:14])[NH:15][C:20](=[O:21])[CH2:19][C:18](=[O:22])[CH3:17])[CH3:2]. The catalyst class is: 2. (5) Product: [NH2:9][CH:7]1[CH2:6][N:5]([C:12](=[O:30])[CH2:13][CH2:14][C:15]2[CH:20]=[CH:19][CH:18]=[C:17]([CH2:21][NH:22][C:23]([O:25][C:26]([CH3:29])([CH3:27])[CH3:28])=[O:24])[CH:16]=2)[CH:4]([C:3]([O:2][CH3:1])=[O:31])[CH2:8]1. The catalyst class is: 19. Reactant: [CH3:1][O:2][C:3](=[O:31])[C@@H:4]1[CH2:8][CH:7]([N:9]=[N+]=[N-])[CH2:6][N:5]1[C:12](=[O:30])[CH2:13][CH2:14][C:15]1[CH:20]=[CH:19][CH:18]=[C:17]([CH2:21][NH:22][C:23]([O:25][C:26]([CH3:29])([CH3:28])[CH3:27])=[O:24])[CH:16]=1. (6) The catalyst class is: 4. Reactant: [C:1](Cl)(=[O:5])[CH:2]([CH3:4])[CH3:3].[NH2:7][CH:8]1[CH2:13][CH2:12][N:11]([CH2:14][C:15]2[CH:20]=[CH:19][CH:18]=[CH:17][CH:16]=2)[CH2:10][CH2:9]1.C(N(CC)CC)C. Product: [CH2:14]([N:11]1[CH2:12][CH2:13][CH:8]([NH:7][C:1](=[O:5])[CH:2]([CH3:4])[CH3:3])[CH2:9][CH2:10]1)[C:15]1[CH:16]=[CH:17][CH:18]=[CH:19][CH:20]=1. (7) Reactant: [H-].[Al+3].[Li+].[H-].[H-].[H-].[F:7][C:8]1[CH:9]=[C:10]([NH:14][C:15]2[N:20]=[C:19]([NH:21][CH2:22][CH2:23][CH3:24])[C:18]([C:25](OCC)=[O:26])=[CH:17][N:16]=2)[CH:11]=[CH:12][CH:13]=1.C(OCC)(=O)C. Product: [F:7][C:8]1[CH:9]=[C:10]([NH:14][C:15]2[N:20]=[C:19]([NH:21][CH2:22][CH2:23][CH3:24])[C:18]([CH2:25][OH:26])=[CH:17][N:16]=2)[CH:11]=[CH:12][CH:13]=1. The catalyst class is: 7. (8) Product: [CH2:1]([O:3][C:4]([C:6]1[N:14]([CH3:15])[C:13]2[CH:12]=[CH:11][N:10]=[CH:9][C:8]=2[C:7]=1[NH:16][C:19]1[CH:20]=[CH:21][C:22]([Si:24]([CH3:26])([CH3:25])[CH3:27])=[CH:23][C:18]=1[F:17])=[O:5])[CH3:2]. Reactant: [CH2:1]([O:3][C:4]([C:6]1[N:14]([CH3:15])[C:13]2[CH:12]=[CH:11][N:10]=[CH:9][C:8]=2[C:7]=1[NH2:16])=[O:5])[CH3:2].[F:17][C:18]1[CH:23]=[C:22]([Si:24]([CH3:27])([CH3:26])[CH3:25])[CH:21]=[CH:20][C:19]=1OS(C(F)(F)F)(=O)=O.CC1(C)C2C(=C(P(C3C=CC=CC=3)C3C=CC=CC=3)C=CC=2)OC2C(P(C3C=CC=CC=3)C3C=CC=CC=3)=CC=CC1=2.C(=O)([O-])[O-].[Cs+].[Cs+]. The catalyst class is: 101.